Dataset: hERG potassium channel inhibition data for cardiac toxicity prediction from Karim et al.. Task: Regression/Classification. Given a drug SMILES string, predict its toxicity properties. Task type varies by dataset: regression for continuous values (e.g., LD50, hERG inhibition percentage) or binary classification for toxic/non-toxic outcomes (e.g., AMES mutagenicity, cardiotoxicity, hepatotoxicity). Dataset: herg_karim. (1) The compound is CN1CC[C@H](N(C)C(=O)N2CC(c3cc(F)ccc3F)=C[C@@]2(CO)c2ccccc2)[C@@H](F)C1. The result is 0 (non-blocker). (2) The molecule is N#C[C@H]1CCOC[C@@H]1n1cc(C(N)=O)c(Nc2ccc(OC(F)F)cc2)n1. The result is 0 (non-blocker).